Dataset: Reaction yield outcomes from USPTO patents with 853,638 reactions. Task: Predict the reaction yield, written as a fraction of the theoretical maximum amount of product (1.0 means a 100% yield; for example, 0.34 means a 34% yield). (1) The reactants are [F:1][C:2]1[CH:3]=[CH:4][C:5]([NH:18][C:19](=[O:32])[C:20]2[CH:25]=[CH:24][C:23](F)=[CH:22][C:21]=2[O:27][CH2:28][CH2:29][S:30][CH3:31])=[C:6]([CH:17]=1)[C:7]([NH:9][C:10]1[CH:15]=[CH:14][C:13]([Cl:16])=[CH:12][N:11]=1)=[O:8].[CH3:33][N:34]1[CH2:40][CH2:39][CH2:38][NH:37][CH2:36][CH2:35]1.C(N)(=O)C1C=CC=CC=1. The catalyst is CS(C)=O.ClCCl. The product is [F:1][C:2]1[CH:3]=[CH:4][C:5]([NH:18][C:19](=[O:32])[C:20]2[CH:25]=[CH:24][C:23]([N:37]3[CH2:38][CH2:39][CH2:40][N:34]([CH3:33])[CH2:35][CH2:36]3)=[CH:22][C:21]=2[O:27][CH2:28][CH2:29][S:30][CH3:31])=[C:6]([CH:17]=1)[C:7]([NH:9][C:10]1[CH:15]=[CH:14][C:13]([Cl:16])=[CH:12][N:11]=1)=[O:8]. The yield is 0.860. (2) The reactants are [C:1]([C:5]1[CH:11]=[CH:10][C:8]([NH2:9])=[C:7]([N+:12]([O-:14])=[O:13])[CH:6]=1)([CH3:4])([CH3:3])[CH3:2].[C:15]1(=O)[O:20][C:18](=[O:19])[CH2:17][CH2:16]1.C(N(CC)CC)C. The catalyst is C1(C)C(C)=CC=CC=1.CCOCC. The product is [C:1]([C:5]1[CH:11]=[CH:10][C:8]([N:9]2[C:18](=[O:19])[CH2:17][CH2:16][C:15]2=[O:20])=[C:7]([N+:12]([O-:14])=[O:13])[CH:6]=1)([CH3:4])([CH3:2])[CH3:3]. The yield is 0.860. (3) The product is [NH2:9][C:8]1[C:3]([CH2:1][CH3:2])=[C:4]([NH:13][C:14](=[O:20])[CH2:15][C:16]([CH3:17])([CH3:19])[CH3:18])[C:5]([CH3:12])=[CH:6][CH:7]=1. The catalyst is CO.[Ni]. The reactants are [CH2:1]([C:3]1[C:8]([N+:9]([O-])=O)=[CH:7][CH:6]=[C:5]([CH3:12])[C:4]=1[NH:13][C:14](=[O:20])[CH2:15][C:16]([CH3:19])([CH3:18])[CH3:17])[CH3:2]. The yield is 0.810. (4) The reactants are [Br:1][C:2]1[CH:3]=[C:4]2[C:9](=[CH:10][CH:11]=1)[N:8]=[CH:7][C:6]([C:12]#[N:13])=[C:5]2/[CH:14]=[CH:15]/[N:16](C)C. The catalyst is CC(O)=O. The product is [Br:1][C:2]1[CH:11]=[CH:10][C:9]2[N:8]=[CH:7][C:6]3[C:5]([C:4]=2[CH:3]=1)=[CH:14][CH:15]=[N:16][C:12]=3[NH2:13]. The yield is 0.500.